This data is from Reaction yield outcomes from USPTO patents with 853,638 reactions. The task is: Predict the reaction yield, written as a fraction of the theoretical maximum amount of product (1.0 means a 100% yield; for example, 0.34 means a 34% yield). (1) The catalyst is C(#N)C. The yield is 0.740. The product is [N+:18]([C:13]1[CH:14]=[CH:15][CH:16]=[CH:17][C:12]=1[C:10]1[S:9][C:6]2[C:5]([N:11]=1)=[CH:4][C:3]([CH2:2][N:31]1[CH2:30][CH2:29][N:28]([C:21]([O:23][C:24]([CH3:27])([CH3:26])[CH3:25])=[O:22])[CH2:33][CH2:32]1)=[CH:8][N:7]=2)([O-:20])=[O:19]. The reactants are Br[CH2:2][C:3]1[CH:4]=[C:5]2[N:11]=[C:10]([C:12]3[CH:17]=[CH:16][CH:15]=[CH:14][C:13]=3[N+:18]([O-:20])=[O:19])[S:9][C:6]2=[N:7][CH:8]=1.[C:21]([N:28]1[CH2:33][CH2:32][NH:31][CH2:30][CH2:29]1)([O:23][C:24]([CH3:27])([CH3:26])[CH3:25])=[O:22].CCN(CC)CC. (2) The reactants are [F:1][C:2]1[CH:3]=[C:4]([CH:8]([OH:26])[CH:9]([CH2:15][C:16]2[CH:21]=[CH:20][C:19]([C:22]([F:25])([F:24])[F:23])=[CH:18][CH:17]=2)[C:10]([O:12]CC)=[O:11])[CH:5]=[CH:6][CH:7]=1.[OH-].[Na+].Cl. The catalyst is CO. The product is [F:1][C:2]1[CH:3]=[C:4]([CH:8]([OH:26])[CH:9]([CH2:15][C:16]2[CH:17]=[CH:18][C:19]([C:22]([F:24])([F:25])[F:23])=[CH:20][CH:21]=2)[C:10]([OH:12])=[O:11])[CH:5]=[CH:6][CH:7]=1. The yield is 0.890. (3) The reactants are [CH3:1][C:2]1[C:3]([C:12]([C:14]2[N:15]=[CH:16][N:17]([C:19]([C:32]3[CH:37]=[CH:36][CH:35]=[CH:34][CH:33]=3)([C:26]3[CH:31]=[CH:30][CH:29]=[CH:28][CH:27]=3)[C:20]3[CH:25]=[CH:24][CH:23]=[CH:22][CH:21]=3)[CH:18]=2)=O)=[CH:4][CH:5]=[C:6]2[C:11]=1[N:10]=[CH:9][CH:8]=[CH:7]2.C[Mg+].[Br-].[CH3:41]CN(CC)CC.CS(Cl)(=O)=O. The catalyst is C1COCC1.C(Cl)Cl. The product is [CH3:1][C:2]1[C:3]([C:12]([C:14]2[N:15]=[CH:16][N:17]([C:19]([C:32]3[CH:37]=[CH:36][CH:35]=[CH:34][CH:33]=3)([C:26]3[CH:31]=[CH:30][CH:29]=[CH:28][CH:27]=3)[C:20]3[CH:25]=[CH:24][CH:23]=[CH:22][CH:21]=3)[CH:18]=2)=[CH2:41])=[CH:4][CH:5]=[C:6]2[C:11]=1[N:10]=[CH:9][CH:8]=[CH:7]2. The yield is 0.600. (4) The reactants are [CH3:1][N:2]([CH2:12][C@@H:13]([NH:22]C(=O)OC(C)(C)C)[CH2:14][CH:15]1[CH2:20][CH2:19][CH:18](C)[CH2:17][CH2:16]1)[C:3]([O:5][CH2:6][CH2:7][Si:8]([CH3:11])([CH3:10])[CH3:9])=[O:4].[H][H].[CH3:32]O. The catalyst is [Pd]. The product is [NH2:22][CH:13]([CH2:14][C:15]1([CH3:32])[CH2:16][CH2:17][CH2:18][CH2:19][CH2:20]1)[CH2:12][N:2]([CH3:1])[C:3](=[O:4])[O:5][CH2:6][CH2:7][Si:8]([CH3:9])([CH3:10])[CH3:11]. The yield is 1.00. (5) The reactants are [C:1]([C:5]1[S:6][CH:7]=[C:8](/[CH:10]=[CH:11]/[C:12]2[C:13]([O:23]COC)=[N:14][N:15]([C:17]3[CH:22]=[CH:21][CH:20]=[CH:19][CH:18]=3)[CH:16]=2)[N:9]=1)([CH3:4])([CH3:3])[CH3:2].[ClH:27]. The catalyst is CO. The product is [ClH:27].[C:1]([C:5]1[S:6][CH:7]=[C:8](/[CH:10]=[CH:11]/[C:12]2[C:13]([OH:23])=[N:14][N:15]([C:17]3[CH:22]=[CH:21][CH:20]=[CH:19][CH:18]=3)[CH:16]=2)[N:9]=1)([CH3:4])([CH3:2])[CH3:3]. The yield is 0.910.